Dataset: Ames mutagenicity test results for genotoxicity prediction. Task: Regression/Classification. Given a drug SMILES string, predict its toxicity properties. Task type varies by dataset: regression for continuous values (e.g., LD50, hERG inhibition percentage) or binary classification for toxic/non-toxic outcomes (e.g., AMES mutagenicity, cardiotoxicity, hepatotoxicity). Dataset: ames. (1) The molecule is Cc1ccccc1NS(=O)(=O)c1cccc2cccnc12. The result is 0 (non-mutagenic). (2) The molecule is CCCCC(CC)CN. The result is 0 (non-mutagenic). (3) The molecule is Nc1ccccc1N. The result is 1 (mutagenic). (4) The drug is N#Cc1ccc(CO)cc1. The result is 0 (non-mutagenic). (5) The drug is Cc1ccc(N)cc1O. The result is 1 (mutagenic). (6) The drug is O=NN1CC(Cl)C(Cl)C1. The result is 1 (mutagenic).